This data is from Catalyst prediction with 721,799 reactions and 888 catalyst types from USPTO. The task is: Predict which catalyst facilitates the given reaction. (1) The catalyst class is: 30. Product: [CH3:26][N:24]([CH3:25])[S:23]([C:20]1[CH:19]=[CH:18][C:17]([C:16]([C:14]2[C:13]3[C:8](=[CH:9][CH:10]=[CH:11][CH:12]=3)[CH:7]=[C:6]([CH2:5][C:4]([OH:30])=[O:3])[CH:15]=2)=[O:29])=[CH:22][CH:21]=1)(=[O:27])=[O:28]. Reactant: C([O:3][C:4](=[O:30])[CH2:5][C:6]1[CH:15]=[C:14]([C:16](=[O:29])[C:17]2[CH:22]=[CH:21][C:20]([S:23](=[O:28])(=[O:27])[N:24]([CH3:26])[CH3:25])=[CH:19][CH:18]=2)[C:13]2[C:8](=[CH:9][CH:10]=[CH:11][CH:12]=2)[CH:7]=1)C.[OH-].[Li+]. (2) Reactant: [C:1]([C:5]1[CH:13]=[C:12]2[C:8]([CH:9]=[N:10][NH:11]2)=[CH:7][CH:6]=1)([CH3:4])([CH3:3])[CH3:2].[OH-].[K+].[I:16]I. Product: [C:1]([C:5]1[CH:13]=[C:12]2[C:8]([C:9]([I:16])=[N:10][NH:11]2)=[CH:7][CH:6]=1)([CH3:4])([CH3:2])[CH3:3]. The catalyst class is: 3. (3) Reactant: [NH:1]1[CH:5]=[C:4]([C:6]#[N:7])[CH:3]=[C:2]1[C:8]#[N:9].[H-].[Na+].[NH2:12]OP(=O)(C1C=CC=CC=1)C1C=CC=CC=1. Product: [NH2:12][N:1]1[CH:5]=[C:4]([C:6]#[N:7])[CH:3]=[C:2]1[C:8]#[N:9]. The catalyst class is: 3. (4) Reactant: C([O:3][C:4]([C:6]1[C:7]([CH3:25])=[N:8][N:9]([CH2:11][C:12]2[CH:17]=[CH:16][C:15]([CH2:18][N:19]3[CH:23]=[C:22]([CH3:24])[CH:21]=[N:20]3)=[CH:14][CH:13]=2)[CH:10]=1)=[O:5])C.[OH-].[Na+].Cl. Product: [CH3:25][C:7]1[C:6]([C:4]([OH:5])=[O:3])=[CH:10][N:9]([CH2:11][C:12]2[CH:13]=[CH:14][C:15]([CH2:18][N:19]3[CH:23]=[C:22]([CH3:24])[CH:21]=[N:20]3)=[CH:16][CH:17]=2)[N:8]=1. The catalyst class is: 36. (5) Reactant: C([O:3][C:4](=[O:34])[CH2:5][C:6]1[N:7]=[C:8]([NH:11][C:12](=[O:33])[CH:13]([C:20]2[CH:25]=[CH:24][C:23]([O:26][C:27]3[CH:32]=[CH:31][CH:30]=[CH:29][CH:28]=3)=[CH:22][CH:21]=2)[CH2:14][CH:15]2[CH2:19][CH2:18][CH2:17][CH2:16]2)[S:9][CH:10]=1)C.[OH-].[K+]. Product: [CH:15]1([CH2:14][CH:13]([C:20]2[CH:21]=[CH:22][C:23]([O:26][C:27]3[CH:32]=[CH:31][CH:30]=[CH:29][CH:28]=3)=[CH:24][CH:25]=2)[C:12]([NH:11][C:8]2[S:9][CH:10]=[C:6]([CH2:5][C:4]([OH:34])=[O:3])[N:7]=2)=[O:33])[CH2:19][CH2:18][CH2:17][CH2:16]1. The catalyst class is: 40. (6) Reactant: F[C:2]1[CH:7]=[CH:6][CH:5]=[CH:4][C:3]=1[N+:8]([O-:10])=[O:9].[CH2:11]([NH2:18])[C:12]1[CH:17]=[CH:16][CH:15]=[CH:14][CH:13]=1. Product: [CH2:11]([NH:18][C:2]1[CH:7]=[CH:6][CH:5]=[CH:4][C:3]=1[N+:8]([O-:10])=[O:9])[C:12]1[CH:17]=[CH:16][CH:15]=[CH:14][CH:13]=1. The catalyst class is: 3.